From a dataset of Forward reaction prediction with 1.9M reactions from USPTO patents (1976-2016). Predict the product of the given reaction. Given the reactants [O:1]=[C:2]1[C:11]2([CH2:16][CH2:15][NH:14][CH2:13][CH2:12]2)[CH2:10][C:9]2[C:4](=[N:5][CH:6]=[C:7](/[CH:17]=[CH:18]/[C:19]([O:21][CH2:22][CH3:23])=[O:20])[CH:8]=2)[NH:3]1.[C:24](O[BH-](OC(=O)C)OC(=O)C)(=O)C.[Na+].C=O, predict the reaction product. The product is: [CH3:24][N:14]1[CH2:13][CH2:12][C:11]2([CH2:10][C:9]3[C:4](=[N:5][CH:6]=[C:7](/[CH:17]=[CH:18]/[C:19]([O:21][CH2:22][CH3:23])=[O:20])[CH:8]=3)[NH:3][C:2]2=[O:1])[CH2:16][CH2:15]1.